This data is from Forward reaction prediction with 1.9M reactions from USPTO patents (1976-2016). The task is: Predict the product of the given reaction. (1) Given the reactants [C@H:1]12[CH2:8][CH2:7][CH2:6][C@H:5]1[CH2:4][NH:3][C@@H:2]2[CH2:9][NH:10][C:11]([C:13]1[N:20]2[C:16]([S:17][CH:18]=[CH:19]2)=[N:15][C:14]=1[CH3:21])=[O:12].[CH3:22][C:23]1[S:24][C:25]([C:31]2[CH:36]=[CH:35][C:34]([CH3:37])=[CH:33][CH:32]=2)=[C:26]([C:28](O)=[O:29])[N:27]=1, predict the reaction product. The product is: [CH3:22][C:23]1[S:24][C:25]([C:31]2[CH:36]=[CH:35][C:34]([CH3:37])=[CH:33][CH:32]=2)=[C:26]([C:28]([N:3]2[CH2:4][C@H:5]3[C@H:1]([CH2:8][CH2:7][CH2:6]3)[C@H:2]2[CH2:9][NH:10][C:11]([C:13]2[N:20]3[C:16]([S:17][CH:18]=[CH:19]3)=[N:15][C:14]=2[CH3:21])=[O:12])=[O:29])[N:27]=1. (2) The product is: [NH2:20][C:18]1[CH:17]=[N:16][N:15]([CH:8]([CH:9]2[CH2:14][CH2:13][O:12][CH2:11][CH2:10]2)[C:6]2[CH:5]=[CH:4][N:3]=[C:2]([NH2:23])[CH:7]=2)[CH:19]=1. Given the reactants Cl[C:2]1[CH:7]=[C:6]([CH:8]([N:15]2[CH:19]=[C:18]([N+:20]([O-])=O)[CH:17]=[N:16]2)[CH:9]2[CH2:14][CH2:13][O:12][CH2:11][CH2:10]2)[CH:5]=[CH:4][N:3]=1.[NH3:23].O, predict the reaction product. (3) Given the reactants [ClH:1].Cl.[Cl:3]C1C=C[C:7]([C:10]2O[C:13]([CH:15]=[C:16]3[CH2:21][CH2:20][CH2:19][N:18]=[C:17]3[C:22]3[CH:23]=NC=CC=3)=[CH:12][CH:11]=2)=[C:6]([N+:28]([O-])=O)C=1.Cl.[C:32]1([CH:42]=O)[C:41]2[C:36](=[CH:37][CH:38]=[CH:39][CH:40]=2)[CH:35]=[CH:34][CH:33]=1, predict the reaction product. The product is: [ClH:3].[ClH:1].[C:32]1([CH:42]=[C:11]2[CH2:10][CH2:7][CH2:6][N:28]=[C:12]2[C:13]2[CH:15]=[C:16]3[C:17](=[CH:22][CH:23]=2)[N:18]=[CH:19][CH:20]=[CH:21]3)[C:41]2[C:36](=[CH:37][CH:38]=[CH:39][CH:40]=2)[CH:35]=[CH:34][CH:33]=1. (4) Given the reactants O[C:2]1([C:14]2[N:15]=[CH:16][N:17]([C:19]([C:32]3[CH:37]=[CH:36][CH:35]=[CH:34][CH:33]=3)([C:26]3[CH:31]=[CH:30][CH:29]=[CH:28][CH:27]=3)[C:20]3[CH:25]=[CH:24][CH:23]=[CH:22][CH:21]=3)[CH:18]=2)[CH2:11][CH2:10][CH2:9][C:8]2[CH:7]=[C:6]([C:12]#[N:13])[CH:5]=[CH:4][C:3]1=2.COC1C=CC(P2(=S)SP(=S)(C3C=CC(OC)=CC=3)[S:47]2)=CC=1, predict the reaction product. The product is: [SH:47][C:2]1([C:14]2[N:15]=[CH:16][N:17]([C:19]([C:32]3[CH:37]=[CH:36][CH:35]=[CH:34][CH:33]=3)([C:26]3[CH:31]=[CH:30][CH:29]=[CH:28][CH:27]=3)[C:20]3[CH:25]=[CH:24][CH:23]=[CH:22][CH:21]=3)[CH:18]=2)[CH2:11][CH2:10][CH2:9][C:8]2[CH:7]=[C:6]([C:12]#[N:13])[CH:5]=[CH:4][C:3]1=2. (5) Given the reactants [C:1]([C:5]1[C:6]([Cl:41])=[C:7]([C:11]2[NH:40][C:14]3[C:15]([O:29][CH2:30][CH2:31][O:32][Si](C(C)(C)C)(C)C)=[N:16][C:17]([C:19]4[CH:24]=[CH:23][CH:22]=[CH:21][C:20]=4[C:25]([F:28])([F:27])[F:26])=[CH:18][C:13]=3[N:12]=2)[N:8]([CH3:10])[N:9]=1)([CH3:4])([CH3:3])[CH3:2].O.[F-].C([N+](CCCC)(CCCC)CCCC)CCC.CCOC(C)=O, predict the reaction product. The product is: [C:1]([C:5]1[C:6]([Cl:41])=[C:7]([C:11]2[NH:40][C:14]3[C:15]([O:29][CH2:30][CH2:31][OH:32])=[N:16][C:17]([C:19]4[CH:24]=[CH:23][CH:22]=[CH:21][C:20]=4[C:25]([F:28])([F:27])[F:26])=[CH:18][C:13]=3[N:12]=2)[N:8]([CH3:10])[N:9]=1)([CH3:4])([CH3:2])[CH3:3]. (6) Given the reactants [F:1][C:2]1[CH:7]=[C:6]([F:8])[CH:5]=[CH:4][C:3]=1[C:9](=[O:16])[CH2:10][N:11]1[CH:15]=[N:14][CH:13]=[N:12]1.[Cl:17][C:18]1[C:23]([F:24])=[C:22]([CH2:25][CH3:26])[N:21]=[CH:20][N:19]=1, predict the reaction product. The product is: [Cl:17][C:18]1[C:23]([F:24])=[C:22]([CH:25]([CH3:26])[C:9]([C:3]2[CH:4]=[CH:5][C:6]([F:8])=[CH:7][C:2]=2[F:1])([OH:16])[CH2:10][N:11]2[CH:15]=[N:14][CH:13]=[N:12]2)[N:21]=[CH:20][N:19]=1. (7) Given the reactants [CH2:1]([N:5]([CH2:22][CH:23]([CH3:25])[CH3:24])[C:6]1[CH:11]=[CH:10][C:9](/[C:12](/[CH3:18])=[CH:13]/[C:14]([O:16][CH3:17])=[O:15])=[CH:8][C:7]=1[N+:19]([O-])=O)[CH:2]([CH3:4])[CH3:3], predict the reaction product. The product is: [NH2:19][C:7]1[CH:8]=[C:9]([C@H:12]([CH3:18])[CH2:13][C:14]([O:16][CH3:17])=[O:15])[CH:10]=[CH:11][C:6]=1[N:5]([CH2:22][CH:23]([CH3:24])[CH3:25])[CH2:1][CH:2]([CH3:4])[CH3:3].